From a dataset of Reaction yield outcomes from USPTO patents with 853,638 reactions. Predict the reaction yield, written as a fraction of the theoretical maximum amount of product (1.0 means a 100% yield; for example, 0.34 means a 34% yield). (1) The reactants are [F:1][C:2]1[CH:12]=[CH:11][CH:10]=[C:9]([F:13])[C:3]=1[C:4]([C:6]([OH:8])=[O:7])=O.B(Cl)(Cl)Cl.[C:18]1([CH2:24][C:25](=[O:27])[CH3:26])[CH:23]=[CH:22][CH:21]=[CH:20][CH:19]=1.Cl. The catalyst is C1(C)C=CC=CC=1.CN1C(=O)CCC1. The product is [F:1][C:2]1[CH:12]=[CH:11][CH:10]=[C:9]([F:13])[C:3]=1[C:4]1[C:6](=[O:7])[O:8][C:25]([OH:27])([CH3:26])[C:24]=1[C:18]1[CH:23]=[CH:22][CH:21]=[CH:20][CH:19]=1. The yield is 0.638. (2) The reactants are Cl.[F:2][C:3]([F:34])([F:33])[C:4]1[CH:5]=[C:6]([NH:14][C:15](=[O:32])[C:16]2[CH:21]=[C:20]([C:22]3[CH:27]=[CH:26][CH:25]=[CH:24][N:23]=3)[CH:19]=[CH:18][C:17]=2[O:28]COC)[CH:7]=[C:8]([C:10]([F:13])([F:12])[F:11])[CH:9]=1.C(=O)([O-])O.[Na+]. The catalyst is CO. The product is [F:34][C:3]([F:2])([F:33])[C:4]1[CH:5]=[C:6]([NH:14][C:15](=[O:32])[C:16]2[CH:21]=[C:20]([C:22]3[CH:27]=[CH:26][CH:25]=[CH:24][N:23]=3)[CH:19]=[CH:18][C:17]=2[OH:28])[CH:7]=[C:8]([C:10]([F:11])([F:12])[F:13])[CH:9]=1. The yield is 0.472.